This data is from Forward reaction prediction with 1.9M reactions from USPTO patents (1976-2016). The task is: Predict the product of the given reaction. (1) Given the reactants S([C:11]([C:13]1[CH:21]=[CH:20][C:18](O)=[C:15](OC)[CH:14]=1)=O)([C:18]1[CH:20]=[CH:21][C:13]([CH3:11])=[CH:14][CH:15]=1)(=O)=O.[CH2:22]([OH:29])C1C=CC=CC=1.C(Cl)C1C=CC=CC=1.S(Cl)(Cl)=O.[C-:42]#[N:43].[K+].B, predict the reaction product. The product is: [CH:22]([NH:43][CH2:42][CH2:11][C:13]1[CH:14]=[CH:15][CH:18]=[CH:20][CH:21]=1)=[O:29]. (2) Given the reactants Br[C:2]1[CH:7]=[CH:6][C:5]([F:8])=[CH:4][C:3]=1[CH2:9][O:10]COC.C([Li])CCC.[B:19](OC(C)C)(OC(C)C)[O:20]C(C)C.Cl, predict the reaction product. The product is: [F:8][C:5]1[CH:6]=[CH:7][C:2]2[B:19]([OH:20])[O:10][CH2:9][C:3]=2[CH:4]=1. (3) Given the reactants Cl[C:2]1[N:10]=[C:9]2[C:5]([N:6]=[CH:7][N:8]2[C@@H:11]2[CH2:15][C@H:14]([NH:16][C:17](=[O:20])[CH2:18][CH3:19])[C@@H:13]([OH:21])[C@H:12]2[OH:22])=[C:4]([NH:23][CH2:24][CH:25]([C:32]2[CH:37]=[CH:36][CH:35]=[CH:34][CH:33]=2)[C:26]2[CH:31]=[CH:30][CH:29]=[CH:28][CH:27]=2)[N:3]=1.ClC1N=C2C(N=CN2[C@@H]2C[C@H](O)C=C2)=C(Cl)N=1.[CH:55]([N:58]1[CH:62]=[C:61]([CH2:63][CH2:64][NH2:65])[N:60]=[CH:59]1)([CH3:57])[CH3:56], predict the reaction product. The product is: [C:26]1([CH:25]([C:32]2[CH:37]=[CH:36][CH:35]=[CH:34][CH:33]=2)[CH2:24][NH:23][C:4]2[N:3]=[C:2]([NH:65][CH2:64][CH2:63][C:61]3[N:60]=[CH:59][N:58]([CH:55]([CH3:57])[CH3:56])[CH:62]=3)[N:10]=[C:9]3[C:5]=2[N:6]=[CH:7][N:8]3[C@@H:11]2[CH2:15][C@H:14]([NH:16][C:17](=[O:20])[CH2:18][CH3:19])[C@@H:13]([OH:21])[C@H:12]2[OH:22])[CH:31]=[CH:30][CH:29]=[CH:28][CH:27]=1. (4) Given the reactants [Mg].Br[CH2:3][CH2:4][CH2:5][CH2:6][CH2:7][CH2:8][CH3:9].[CH:10](=[O:14])/[CH:11]=[CH:12]/[CH3:13].[Cl-].[NH4+], predict the reaction product. The product is: [CH3:13][CH:12]=[CH:11][CH:10]([OH:14])[CH2:3][CH2:4][CH2:5][CH2:6][CH2:7][CH2:8][CH3:9].